Dataset: Full USPTO retrosynthesis dataset with 1.9M reactions from patents (1976-2016). Task: Predict the reactants needed to synthesize the given product. (1) Given the product [C:2]([C:6]1[CH:7]=[CH:8][C:9]([C:10]([O:12][CH3:13])=[O:11])=[CH:14][CH:15]=1)(=[O:1])[CH2:3][CH2:4][CH3:5], predict the reactants needed to synthesize it. The reactants are: [OH:1][CH:2]([C:6]1[CH:15]=[CH:14][C:9]([C:10]([O:12][CH3:13])=[O:11])=[CH:8][CH:7]=1)[CH2:3][CH2:4][CH3:5].C(N(CC)CC)C. (2) Given the product [CH:5]1[CH:6]=[C:1]([OH:7])[C:2]([S:8]([C:4]2[CH:5]=[CH:6][C:1]([OH:7])=[CH:2][CH:3]=2)(=[O:12])=[O:9])=[CH:3][CH:4]=1, predict the reactants needed to synthesize it. The reactants are: [C:1]1([OH:7])[CH:6]=[CH:5][CH:4]=[CH:3][CH:2]=1.[S:8](=[O:12])(=O)(O)[OH:9]. (3) Given the product [C:14]([S:13][CH2:12][CH2:11][NH:10][C:8]1[S:9][C:5]([C:3]([O-:4])=[O:2])=[CH:6][N:7]=1)([C:15]1[CH:20]=[CH:19][CH:18]=[CH:17][CH:16]=1)([C:21]1[CH:22]=[CH:23][CH:24]=[CH:25][CH:26]=1)[C:27]1[CH:28]=[CH:29][CH:30]=[CH:31][CH:32]=1.[Li+:33], predict the reactants needed to synthesize it. The reactants are: C[O:2][C:3]([C:5]1[S:9][C:8]([NH:10][CH2:11][CH2:12][S:13][C:14]([C:27]2[CH:32]=[CH:31][CH:30]=[CH:29][CH:28]=2)([C:21]2[CH:26]=[CH:25][CH:24]=[CH:23][CH:22]=2)[C:15]2[CH:20]=[CH:19][CH:18]=[CH:17][CH:16]=2)=[N:7][CH:6]=1)=[O:4].[Li+:33].[OH-]. (4) Given the product [Cl:3][C:4]1[N:5]=[C:6]2[C:12]([I:13])=[CH:11][N:10]([S:14]([C:17]3[CH:23]=[CH:22][C:20]([CH3:21])=[CH:19][CH:18]=3)(=[O:16])=[O:15])[C:7]2=[N:8][CH:9]=1, predict the reactants needed to synthesize it. The reactants are: [H-].[Na+].[Cl:3][C:4]1[N:5]=[C:6]2[C:12]([I:13])=[CH:11][NH:10][C:7]2=[N:8][CH:9]=1.[S:14](Cl)([C:17]1[CH:23]=[CH:22][C:20]([CH3:21])=[CH:19][CH:18]=1)(=[O:16])=[O:15]. (5) Given the product [CH2:20]([C:19]([C:14]1[CH:15]=[C:16]2[C:11](=[CH:12][CH:13]=1)[CH:10]=[C:9]([OH:8])[CH:18]=[CH:17]2)([OH:24])[CH2:22][CH3:23])[CH3:21], predict the reactants needed to synthesize it. The reactants are: C([O:8][C:9]1[CH:10]=[C:11]2[C:16](=[CH:17][CH:18]=1)[CH:15]=[C:14]([C:19]([OH:24])([CH2:22][CH3:23])[CH2:20][CH3:21])[CH:13]=[CH:12]2)C1C=CC=CC=1.[H][H]. (6) Given the product [OH:16][C:17]1[C:24]([N+:25]([O-:27])=[O:26])=[CH:23][C:20]([CH:21]2[C:8]([C:9]3[CH:14]=[CH:13][CH:12]=[CH:11][CH:10]=3)=[C:7]([C:1]3[CH:6]=[CH:5][CH:4]=[CH:3][CH:2]=3)[NH:33][C:31](=[O:32])[NH:30]2)=[CH:19][C:18]=1[O:28][CH3:29], predict the reactants needed to synthesize it. The reactants are: [C:1]1([C:7](=O)[CH2:8][C:9]2[CH:14]=[CH:13][CH:12]=[CH:11][CH:10]=2)[CH:6]=[CH:5][CH:4]=[CH:3][CH:2]=1.[OH:16][C:17]1[C:24]([N+:25]([O-:27])=[O:26])=[CH:23][C:20]([CH:21]=O)=[CH:19][C:18]=1[O:28][CH3:29].[NH2:30][C:31]([NH2:33])=[O:32].Cl. (7) Given the product [CH3:31][C:29]1[CH:30]=[C:25]([CH:26]=[C:27]([CH3:32])[CH:28]=1)[O:24][C:5]1[CH:4]=[CH:3][C:2]([OH:39])=[CH:7][C:6]=1[S:8]([N:11]1[CH2:16][CH2:15][N:14]([C:17]([O:19][C:20]([CH3:23])([CH3:21])[CH3:22])=[O:18])[CH2:13][CH2:12]1)(=[O:9])=[O:10], predict the reactants needed to synthesize it. The reactants are: N[C:2]1[CH:3]=[CH:4][C:5]([O:24][C:25]2[CH:30]=[C:29]([CH3:31])[CH:28]=[C:27]([CH3:32])[CH:26]=2)=[C:6]([S:8]([N:11]2[CH2:16][CH2:15][N:14]([C:17]([O:19][C:20]([CH3:23])([CH3:22])[CH3:21])=[O:18])[CH2:13][CH2:12]2)(=[O:10])=[O:9])[CH:7]=1.F[B-](F)(F)F.N#[O+:39]. (8) Given the product [C:19]([OH:25])(=[O:5])[CH2:20][CH2:21][CH2:22][CH2:23][CH3:24].[C:19]([OH:25])(=[O:5])[CH2:20][CH2:21][CH2:22][CH2:23][CH3:24].[C:19]([OH:25])(=[O:5])[CH2:20][CH2:21][CH2:22][CH2:23][CH3:24].[N:2]([CH2:9][CH2:10][OH:11])([CH2:6][CH2:7][OH:8])[CH2:3][CH2:4][OH:5], predict the reactants needed to synthesize it. The reactants are: Cl.[N:2]([CH2:9][CH2:10][OH:11])([CH2:6][CH2:7][OH:8])[CH2:3][CH2:4][OH:5].C1(C)C=CC=CC=1.[C:19](Cl)(=[O:25])[CH2:20][CH2:21][CH2:22][CH2:23][CH3:24]. (9) Given the product [CH:16]1([C:4]2[N:3]=[C:2]([NH:44][CH2:42][C@@H:43]([C:29]3[CH:34]=[CH:33][CH:32]=[CH:31][CH:30]=3)[OH:37])[CH:7]=[C:6]([C:8]3[CH:13]=[CH:12][C:11]([Cl:14])=[C:10]([Cl:15])[CH:9]=3)[N:5]=2)[CH2:18][CH2:17]1, predict the reactants needed to synthesize it. The reactants are: Cl[C:2]1[CH:7]=[C:6]([C:8]2[CH:13]=[CH:12][C:11]([Cl:14])=[C:10]([Cl:15])[CH:9]=2)[N:5]=[C:4]([CH:16]2[CH2:18][CH2:17]2)[N:3]=1.C1(C2N=C(O)C=C([C:29]3[CH:34]=[CH:33][C:32](Cl)=[C:31](Cl)[CH:30]=3)N=2)CC1.[O:37]=P(Cl)(Cl)Cl.[C:42](#[N:44])[CH3:43]. (10) Given the product [CH3:1][O:2][C:3]1[CH:4]=[CH:5][C:6]([CH2:7][N:8]2[C:16]3[C:11](=[CH:12][CH:13]=[C:14]([N:17]4[CH2:18][CH2:19][NH:20][CH2:21][CH2:22]4)[CH:15]=3)[CH:10]=[N:9]2)=[CH:30][CH:31]=1, predict the reactants needed to synthesize it. The reactants are: [CH3:1][O:2][C:3]1[CH:31]=[CH:30][C:6]([CH2:7][N:8]2[C:16]3[C:11](=[CH:12][CH:13]=[C:14]([N:17]4[CH2:22][CH2:21][N:20](C(OC(C)(C)C)=O)[CH2:19][CH2:18]4)[CH:15]=3)[CH:10]=[N:9]2)=[CH:5][CH:4]=1.Cl.C(Cl)Cl.CO.